Dataset: Catalyst prediction with 721,799 reactions and 888 catalyst types from USPTO. Task: Predict which catalyst facilitates the given reaction. (1) Reactant: [F:1][C:2]1[CH:34]=[CH:33][C:5]([CH2:6][NH:7][C:8]([C:10]2[N:11]=[C:12]([C:19]([NH:22]C(=O)OCC3C=CC=CC=3)([CH3:21])[CH3:20])[N:13]([CH3:18])[C:14](=[O:17])[C:15]=2[OH:16])=[O:9])=[CH:4][CH:3]=1. Product: [NH2:22][C:19]([C:12]1[N:13]([CH3:18])[C:14](=[O:17])[C:15]([OH:16])=[C:10]([C:8]([NH:7][CH2:6][C:5]2[CH:4]=[CH:3][C:2]([F:1])=[CH:34][CH:33]=2)=[O:9])[N:11]=1)([CH3:21])[CH3:20]. The catalyst class is: 45. (2) Reactant: [Br:1][C:2]1[CH:28]=[N:27][C:5]2[N:6]=[C:7]([N:14]3[CH2:17][CH:16]([N:18](C)[C:19](=O)OC(C)(C)C)[CH2:15]3)[C:8]3[N:9]([CH2:10][C@H:11]([CH3:13])[N:12]=3)[C:4]=2[CH:3]=1.BrC1C=NC2N=C(N3CC(N(C)C(=O)OC(C)(C)C)C3)C3N(C=C(C)N=3)C=2C=1.C(O)(C(F)(F)F)=O. Product: [Br:1][C:2]1[CH:28]=[N:27][C:5]2[N:6]=[C:7]([N:14]3[CH2:15][CH:16]([NH:18][CH3:19])[CH2:17]3)[C:8]3[N:9]([CH:10]=[C:11]([CH3:13])[N:12]=3)[C:4]=2[CH:3]=1. The catalyst class is: 2. (3) Reactant: [Cl:1][C:2]1[C:3]([F:45])=[C:4]([C@@H:8]2[C@:12]([C:15]3[CH:20]=[CH:19][C:18]([Cl:21])=[CH:17][C:16]=3[F:22])([C:13]#[N:14])[C@H:11]([CH2:23][C:24]([CH3:27])([CH3:26])[CH3:25])[NH:10][C@H:9]2[C:28]([NH:30][C:31]2[CH:32]=[C:33]3[C:38](=[CH:39][CH:40]=2)[CH:37]=[C:36]([C:41]([O:43]C)=[O:42])[CH:35]=[CH:34]3)=[O:29])[CH:5]=[CH:6][CH:7]=1.[Br-].[Al+3].[Br-].[Br-].CSC. Product: [Cl:1][C:2]1[C:3]([F:45])=[C:4]([C@@H:8]2[C@:12]([C:15]3[CH:20]=[CH:19][C:18]([Cl:21])=[CH:17][C:16]=3[F:22])([C:13]#[N:14])[C@H:11]([CH2:23][C:24]([CH3:27])([CH3:26])[CH3:25])[NH:10][C@H:9]2[C:28]([NH:30][C:31]2[CH:32]=[C:33]3[C:38](=[CH:39][CH:40]=2)[CH:37]=[C:36]([C:41]([OH:43])=[O:42])[CH:35]=[CH:34]3)=[O:29])[CH:5]=[CH:6][CH:7]=1. The catalyst class is: 2. (4) Reactant: [C:1]1([C:7]2[CH:12]=[CH:11][C:10]([OH:13])=[CH:9][CH:8]=2)[CH:6]=[CH:5][CH:4]=[CH:3][CH:2]=1.[CH2:14]([CH:16]1[O:18][CH2:17]1)Br.C(=O)([O-])[O-].[K+].[K+]. Product: [CH2:14]([O:13][C:10]1[CH:9]=[CH:8][C:7]([C:1]2[CH:2]=[CH:3][CH:4]=[CH:5][CH:6]=2)=[CH:12][CH:11]=1)[CH:16]1[O:18][CH2:17]1. The catalyst class is: 131. (5) Reactant: [NH:1]1[CH:5]=[C:4]([C:6]2[CH:7]=[CH:8][C:9]3[N:10]([CH:12]=[CH:13][N:14]=3)[CH:11]=2)[CH:3]=[N:2]1.[Br:15]Br.O. Product: [Br:15][C:12]1[N:10]2[CH:11]=[C:6]([C:4]3[CH:5]=[N:1][NH:2][CH:3]=3)[CH:7]=[CH:8][C:9]2=[N:14][CH:13]=1. The catalyst class is: 8. (6) Reactant: [NH2:1][C:2]1[CH:3]=[C:4]2[C:9](=[CH:10][CH:11]=1)[NH:8][C:7](=[C:12]1[C:20]3[C:15](=[CH:16][CH:17]=[CH:18][CH:19]=3)[NH:14][C:13]1=[O:21])[CH:6]=[CH:5]2.[N:22]1[CH:27]=[CH:26][CH:25]=[C:24]([N:28]=[C:29]=[O:30])[CH:23]=1. Product: [O:21]=[C:13]1[C:12](=[C:7]2[CH:6]=[CH:5][C:4]3[C:9](=[CH:10][CH:11]=[C:2]([NH:1][C:29]([NH:28][C:24]4[CH:23]=[N:22][CH:27]=[CH:26][CH:25]=4)=[O:30])[CH:3]=3)[NH:8]2)[C:20]2[C:15](=[CH:16][CH:17]=[CH:18][CH:19]=2)[NH:14]1. The catalyst class is: 113. (7) Reactant: [C:1]([O:5][C:6]([N:8]1[CH2:13][CH2:12][CH:11]([CH2:14][CH2:15][C:16]([N:18]2[CH2:23][CH2:22][CH2:21][C@@H:20]([C:24](O)=[O:25])[CH2:19]2)=[O:17])[CH2:10][CH2:9]1)=[O:7])([CH3:4])([CH3:3])[CH3:2].Cl.[CH3:28][O:29][C:30](=[O:45])[C@@H:31]([NH:34][C:35]([O:37][CH2:38][C:39]1[CH:44]=[CH:43][CH:42]=[CH:41][CH:40]=1)=[O:36])[CH2:32][NH2:33].ON1C2C=CC=CC=2N=N1.C(N=C=NCCCN(C)C)C. Product: [CH3:28][O:29][C:30](=[O:45])[C@@H:31]([NH:34][C:35]([O:37][CH2:38][C:39]1[CH:40]=[CH:41][CH:42]=[CH:43][CH:44]=1)=[O:36])[CH2:32][NH:33][C:24]([C@@H:20]1[CH2:21][CH2:22][CH2:23][N:18]([C:16](=[O:17])[CH2:15][CH2:14][CH:11]2[CH2:12][CH2:13][N:8]([C:6]([O:5][C:1]([CH3:3])([CH3:2])[CH3:4])=[O:7])[CH2:9][CH2:10]2)[CH2:19]1)=[O:25]. The catalyst class is: 9. (8) Reactant: [Cl:1][C:2]1[CH:23]=[C:22]([Cl:24])[CH:21]=[CH:20][C:3]=1[CH2:4][NH:5][C:6]([C:8]1[C:9]([O:16][CH:17]([CH3:19])[CH3:18])=[N:10][N:11]([CH2:13][CH2:14][OH:15])[CH:12]=1)=[O:7].O[C:26]1[C:31]([O:32][CH3:33])=[CH:30][CH:29]=[CH:28][C:27]=1[CH2:34][C:35]([O:37]C)=[O:36].C(P(CCCC)CCCC)CCC.N(C(N1CCCCC1)=O)=NC(N1CCCCC1)=O. Product: [Cl:1][C:2]1[CH:23]=[C:22]([Cl:24])[CH:21]=[CH:20][C:3]=1[CH2:4][NH:5][C:6]([C:8]1[C:9]([O:16][CH:17]([CH3:19])[CH3:18])=[N:10][N:11]([CH2:13][CH2:14][O:15][C:26]2[C:31]([O:32][CH3:33])=[CH:30][CH:29]=[CH:28][C:27]=2[CH2:34][C:35]([OH:37])=[O:36])[CH:12]=1)=[O:7]. The catalyst class is: 7.